Regression. Given two drug SMILES strings and cell line genomic features, predict the synergy score measuring deviation from expected non-interaction effect. From a dataset of NCI-60 drug combinations with 297,098 pairs across 59 cell lines. (1) Drug 1: CC1=C2C(C(=O)C3(C(CC4C(C3C(C(C2(C)C)(CC1OC(=O)C(C(C5=CC=CC=C5)NC(=O)OC(C)(C)C)O)O)OC(=O)C6=CC=CC=C6)(CO4)OC(=O)C)O)C)O. Drug 2: C1=NC(=NC(=O)N1C2C(C(C(O2)CO)O)O)N. Cell line: SNB-19. Synergy scores: CSS=15.3, Synergy_ZIP=-3.74, Synergy_Bliss=-1.08, Synergy_Loewe=-0.0793, Synergy_HSA=-0.197. (2) Drug 1: C1=NC2=C(N1)C(=S)N=C(N2)N. Drug 2: C1=CC(=CC=C1C#N)C(C2=CC=C(C=C2)C#N)N3C=NC=N3. Cell line: HCT116. Synergy scores: CSS=41.8, Synergy_ZIP=1.38, Synergy_Bliss=-0.312, Synergy_Loewe=-13.1, Synergy_HSA=-0.166. (3) Drug 1: C1C(C(OC1N2C=C(C(=O)NC2=O)F)CO)O. Drug 2: C1=NNC2=C1C(=O)NC=N2. Cell line: A498. Synergy scores: CSS=-0.128, Synergy_ZIP=3.79, Synergy_Bliss=-3.18, Synergy_Loewe=-3.87, Synergy_HSA=-3.12. (4) Drug 1: C1C(C(OC1N2C=NC3=C(N=C(N=C32)Cl)N)CO)O. Drug 2: C1C(C(OC1N2C=NC(=NC2=O)N)CO)O. Cell line: HCT-15. Synergy scores: CSS=36.2, Synergy_ZIP=4.61, Synergy_Bliss=4.21, Synergy_Loewe=-14.3, Synergy_HSA=2.63. (5) Drug 1: CN1CCC(CC1)COC2=C(C=C3C(=C2)N=CN=C3NC4=C(C=C(C=C4)Br)F)OC. Drug 2: CCN(CC)CCCC(C)NC1=C2C=C(C=CC2=NC3=C1C=CC(=C3)Cl)OC. Cell line: SF-295. Synergy scores: CSS=25.2, Synergy_ZIP=-5.90, Synergy_Bliss=3.19, Synergy_Loewe=-0.192, Synergy_HSA=2.86. (6) Drug 1: CC1C(C(CC(O1)OC2CC(OC(C2O)C)OC3=CC4=CC5=C(C(=O)C(C(C5)C(C(=O)C(C(C)O)O)OC)OC6CC(C(C(O6)C)O)OC7CC(C(C(O7)C)O)OC8CC(C(C(O8)C)O)(C)O)C(=C4C(=C3C)O)O)O)O. Drug 2: C1=NC2=C(N=C(N=C2N1C3C(C(C(O3)CO)O)F)Cl)N. Cell line: UACC62. Synergy scores: CSS=45.0, Synergy_ZIP=0.942, Synergy_Bliss=0.316, Synergy_Loewe=-0.108, Synergy_HSA=-0.682. (7) Drug 1: C1CC(=O)NC(=O)C1N2C(=O)C3=CC=CC=C3C2=O. Drug 2: C1C(C(OC1N2C=NC(=NC2=O)N)CO)O. Cell line: SK-MEL-5. Synergy scores: CSS=13.4, Synergy_ZIP=-5.51, Synergy_Bliss=-3.60, Synergy_Loewe=-15.4, Synergy_HSA=0.185.